This data is from Full USPTO retrosynthesis dataset with 1.9M reactions from patents (1976-2016). The task is: Predict the reactants needed to synthesize the given product. (1) Given the product [O:32]1[C:36]2[CH:37]=[CH:38][CH:39]=[CH:40][C:35]=2[CH:34]=[C:33]1[C:2]1[CH:3]=[C:4]2[C:8](=[CH:9][CH:10]=1)[NH:7][C:6]([C:20]([O:22][CH2:44][CH3:45])=[O:21])=[C:5]2[S:23]([N:26]1[CH2:27][CH2:28][O:29][CH2:30][CH2:31]1)(=[O:24])=[O:25], predict the reactants needed to synthesize it. The reactants are: I[C:2]1[CH:3]=[C:4]2[C:8](=[CH:9][CH:10]=1)[N:7](C(OCCC(C)(C)C)=O)[C:6]([C:20]([O-:22])=[O:21])=[C:5]2[S:23]([N:26]1[CH2:31][CH2:30][O:29][CH2:28][CH2:27]1)(=[O:25])=[O:24].[O:32]1[C:36]2[CH:37]=[CH:38][CH:39]=[CH:40][C:35]=2[CH:34]=[C:33]1B(O)O.[C:44](P(C(C)(C)C)C(C)(C)C)(C)(C)[CH3:45].[F-].[Cs+].C([O-])(O)=O.[Na+]. (2) Given the product [CH:10]([C:7]1[CH:6]=[C:5]([C:3]([OH:4])=[O:2])[O:9][N:8]=1)([CH3:12])[CH3:11], predict the reactants needed to synthesize it. The reactants are: C[O:2][C:3]([C:5]1[O:9][N:8]=[C:7]([CH:10]([CH3:12])[CH3:11])[CH:6]=1)=[O:4].[Li+].[OH-]. (3) Given the product [Cl:10][C:11]1[N:16]=[C:15]([NH:8][C:5]2[CH:6]=[CH:7][C:2]([F:1])=[C:3]([CH3:9])[CH:4]=2)[CH:14]=[CH:13][N:12]=1, predict the reactants needed to synthesize it. The reactants are: [F:1][C:2]1[CH:7]=[CH:6][C:5]([NH2:8])=[CH:4][C:3]=1[CH3:9].[Cl:10][C:11]1[N:16]=[C:15](Cl)[CH:14]=[CH:13][N:12]=1. (4) The reactants are: [CH3:1][C:2]1[CH:9]=[CH:8][C:5]([CH2:6][SH:7])=[CH:4][CH:3]=1.CC(C)([O-])C.[Na+].[CH2:16]1[CH2:20][O:19][CH2:18][CH2:17]1.Cl[C:22](=[N:25][S:26][NH:27]N1CCOCC1)[C:23]#[N:24]. Given the product [CH3:1][C:2]1[CH:9]=[CH:8][C:5]([CH2:6][S:7][C:22](=[N:25][S:26][N:27]2[CH2:16][CH2:20][O:19][CH2:18][CH2:17]2)[C:23]#[N:24])=[CH:4][CH:3]=1, predict the reactants needed to synthesize it. (5) The reactants are: F[C:2]1[CH:10]=[CH:9][CH:8]=[C:7]([C:11]([F:14])([F:13])[F:12])[C:3]=1[C:4]([NH2:6])=[O:5].C[Si](C)(C)[O-:17].[K+].Cl. Given the product [OH:17][C:2]1[CH:10]=[CH:9][CH:8]=[C:7]([C:11]([F:14])([F:13])[F:12])[C:3]=1[C:4]([NH2:6])=[O:5], predict the reactants needed to synthesize it.